Dataset: Catalyst prediction with 721,799 reactions and 888 catalyst types from USPTO. Task: Predict which catalyst facilitates the given reaction. Reactant: Cl.[F:2][C:3]1([F:7])[CH2:6][NH:5][CH2:4]1.Cl[C:9]1[CH:14]=[CH:13][C:12]([N+:15]([O-:17])=[O:16])=[CH:11][N:10]=1.C(N(CC)CC)C.O. Product: [F:2][C:3]1([F:7])[CH2:6][N:5]([C:9]2[CH:14]=[CH:13][C:12]([N+:15]([O-:17])=[O:16])=[CH:11][N:10]=2)[CH2:4]1. The catalyst class is: 42.